Dataset: Catalyst prediction with 721,799 reactions and 888 catalyst types from USPTO. Task: Predict which catalyst facilitates the given reaction. (1) Reactant: [F:1][C:2]([F:17])([F:16])[C:3]1[CH:15]=[CH:14][CH:13]=[CH:12][C:4]=1[C:5]([NH:7][CH2:8][C:9]([OH:11])=[O:10])=[O:6].Cl.[CH3:19][NH:20]OC.Cl.[CH3:24]N(C)CCCN=C=NCC.C(N(CC)CC)C. Product: [CH3:24][O:10][C:9](=[O:11])[CH:8]([NH:20][CH3:19])[NH:7][C:5](=[O:6])[C:4]1[CH:12]=[CH:13][CH:14]=[CH:15][C:3]=1[C:2]([F:16])([F:17])[F:1]. The catalyst class is: 112. (2) Reactant: NC1(C2C=CC(C3C(=O)C4C(=C(C5CC5)C=CC=4)OC=3C3C=CC=CC=3)=CC=2)CCC1.[NH2:32][C:33]1([C:37]2[CH:42]=[CH:41][C:40]([C:43]3[C:52](=[O:53])[C:51]4[C:46](=[C:47]([C:54]5[CH:55]=[N:56][N:57]([CH3:59])[CH:58]=5)[CH:48]=[CH:49][CH:50]=4)[O:45][C:44]=3[C:60]3[CH:65]=[CH:64][CH:63]=[CH:62][CH:61]=3)=[CH:39][CH:38]=2)[CH2:36][CH2:35][CH2:34]1.[ClH:66]. The catalyst class is: 24. Product: [ClH:66].[NH2:32][C:33]1([C:37]2[CH:38]=[CH:39][C:40]([C:43]3[C:52](=[O:53])[C:51]4[C:46](=[C:47]([C:54]5[CH:55]=[N:56][N:57]([CH3:59])[CH:58]=5)[CH:48]=[CH:49][CH:50]=4)[O:45][C:44]=3[C:60]3[CH:65]=[CH:64][CH:63]=[CH:62][CH:61]=3)=[CH:41][CH:42]=2)[CH2:34][CH2:35][CH2:36]1. (3) Reactant: [C:1]1([C:7]2[CH2:11][CH:10]([CH2:12][CH2:13][CH2:14][CH:15]=O)[O:9][N:8]=2)[CH:6]=[CH:5][CH:4]=[CH:3][CH:2]=1.Cl.[CH3:18][O:19][C:20]1[CH:25]=[CH:24][CH:23]=[CH:22][C:21]=1[N:26]1[CH2:31][CH2:30][NH:29][CH2:28][CH2:27]1.[BH-](OC(C)=O)(OC(C)=O)OC(C)=O.[Na+].C(N(C(C)C)CC)(C)C. Product: [CH3:18][O:19][C:20]1[CH:25]=[CH:24][CH:23]=[CH:22][C:21]=1[N:26]1[CH2:31][CH2:30][NH:29][CH2:28][CH:27]1[CH2:15][CH2:14][CH2:13][CH2:12][CH:10]1[O:9][N:8]=[C:7]([C:1]2[CH:2]=[CH:3][CH:4]=[CH:5][CH:6]=2)[CH2:11]1. The catalyst class is: 2. (4) Reactant: I[C:2]1[CH:8]=[C:7]([O:9][CH3:10])[CH:6]=[CH:5][C:3]=1[NH2:4].O=[C:12]1[CH2:16][CH2:15][CH2:14][CH:13]1[CH2:17][C:18]([O:20][CH2:21][CH3:22])=[O:19].[Si](OCC)(OCC)(OCC)OCC.CCN(C(C)C)C(C)C. Product: [CH3:10][O:9][C:7]1[CH:6]=[CH:5][C:3]2[NH:4][C:12]3[CH:13]([CH2:17][C:18]([O:20][CH2:21][CH3:22])=[O:19])[CH2:14][CH2:15][C:16]=3[C:2]=2[CH:8]=1. The catalyst class is: 274. (5) Reactant: [C:1]([O:5][C:6]([N:8]1[CH2:13][CH2:12][CH:11]([NH2:14])[CH2:10][CH2:9]1)=[O:7])([CH3:4])([CH3:3])[CH3:2].Br[C:16]1[CH:17]=[CH:18][C:19]([N+:22]([O-:24])=[O:23])=[N:20][CH:21]=1.C1(P(C2C=CC=CC=2)C2C=CC3C(=CC=CC=3)C=2C2C3C(=CC=CC=3)C=CC=2P(C2C=CC=CC=2)C2C=CC=CC=2)C=CC=CC=1.CC(C)([O-])C.[Na+]. Product: [C:1]([O:5][C:6]([N:8]1[CH2:13][CH2:12][CH:11]([NH:14][C:16]2[CH:21]=[N:20][C:19]([N+:22]([O-:24])=[O:23])=[CH:18][CH:17]=2)[CH2:10][CH2:9]1)=[O:7])([CH3:4])([CH3:2])[CH3:3]. The catalyst class is: 101.